From a dataset of Reaction yield outcomes from USPTO patents with 853,638 reactions. Predict the reaction yield, written as a fraction of the theoretical maximum amount of product (1.0 means a 100% yield; for example, 0.34 means a 34% yield). (1) The product is [CH3:1][C:2]1[CH:3]=[C:4]([NH2:11])[C:5]2[O:9][CH2:8][CH2:7][C:6]=2[CH:10]=1. The catalyst is ClCCl.[C].[Pd]. The yield is 0.870. The reactants are [CH3:1][C:2]1[CH:3]=[C:4]([NH2:11])[C:5]2[O:9][CH:8]=[CH:7][C:6]=2[CH:10]=1.C(O)C. (2) The reactants are Br[C:2]1[CH:7]=[CH:6][CH:5]=[CH:4][C:3]=1[C:8]1[CH2:13][C:12]([CH3:15])([CH3:14])[CH2:11][C:10]([CH3:17])([CH3:16])[CH:9]=1.[C:18]([O:22][C:23]([N:25]1[CH2:30][CH2:29][NH:28][CH2:27][CH2:26]1)=[O:24])([CH3:21])([CH3:20])[CH3:19].C1(P(C2C=CC=CC=2)C2C=CC3C(=CC=CC=3)C=2C2C3C(=CC=CC=3)C=CC=2P(C2C=CC=CC=2)C2C=CC=CC=2)C=CC=CC=1.CC(C)([O-])C.[Na+]. The catalyst is C1(C)C=CC=CC=1.C([O-])(=O)C.[Pd+2].C([O-])(=O)C. The product is [C:18]([O:22][C:23]([N:25]1[CH2:30][CH2:29][N:28]([C:2]2[CH:7]=[CH:6][CH:5]=[CH:4][C:3]=2[C:8]2[CH2:13][C:12]([CH3:15])([CH3:14])[CH2:11][C:10]([CH3:17])([CH3:16])[CH:9]=2)[CH2:27][CH2:26]1)=[O:24])([CH3:21])([CH3:19])[CH3:20]. The yield is 0.520. (3) The reactants are [H-].[Na+].[CH2:3]([OH:8])[C:4]#[C:5][CH2:6][OH:7].Br[CH2:10][C:11]#[N:12]. The catalyst is C1COCC1. The product is [OH:7][CH2:6][C:5]#[C:4][CH2:3][O:8][CH2:10][C:11]#[N:12]. The yield is 0.290. (4) The reactants are C([O:4][C@@H:5]([C:7]1[N:11]=[C:10]([C:12]2[CH:17]=[CH:16][CH:15]=[C:14]([Cl:18])[CH:13]=2)[O:9][N:8]=1)[CH3:6])(=O)C.O.[OH-].[Li+]. The catalyst is C1COCC1.O. The product is [Cl:18][C:14]1[CH:13]=[C:12]([C:10]2[O:9][N:8]=[C:7]([C@H:5]([OH:4])[CH3:6])[N:11]=2)[CH:17]=[CH:16][CH:15]=1. The yield is 0.970. (5) The reactants are C[N:2]1[CH:7]=[C:6]([N+]([O-])=O)[CH:5]=[C:4]([N+:11]([O-:13])=[O:12])[C:3]1=O.[CH3:15][CH:16](C)[C:17](=O)C.N. The catalyst is CO. The product is [CH:16]([C:7]1[CH:6]=[CH:5][C:4]([N+:11]([O-:13])=[O:12])=[CH:3][N:2]=1)([CH3:17])[CH3:15]. The yield is 0.280. (6) The yield is 0.394. The reactants are [NH2:1][C:2]1[CH:3]=[C:4]([C:8]2[CH:15]=[CH:14][C:11]([C:12]#[N:13])=[C:10]([Cl:16])[CH:9]=2)[CH:5]=[N:6][CH:7]=1.[C:17]([C:19]1[CH:24]=[CH:23][C:22]([S:25](Cl)(=[O:27])=[O:26])=[CH:21][CH:20]=1)#[N:18]. The catalyst is N1C=CC=CC=1. The product is [Cl:16][C:10]1[CH:9]=[C:8]([C:4]2[CH:3]=[C:2]([NH:1][S:25]([C:22]3[CH:21]=[CH:20][C:19]([C:17]#[N:18])=[CH:24][CH:23]=3)(=[O:27])=[O:26])[CH:7]=[N:6][CH:5]=2)[CH:15]=[CH:14][C:11]=1[C:12]#[N:13].